Dataset: Reaction yield outcomes from USPTO patents with 853,638 reactions. Task: Predict the reaction yield, written as a fraction of the theoretical maximum amount of product (1.0 means a 100% yield; for example, 0.34 means a 34% yield). (1) The reactants are [Cl-].O[NH3+:3].[C:4](=[O:7])([O-])[OH:5].[Na+].CS(C)=O.[F:13][C:14]1[CH:19]=[CH:18][C:17]([N:20]2[C:25](=[O:26])[C:24]([CH2:27][C:28]3[CH:33]=[CH:32][C:31]([C:34]4[C:35]([C:40]#[N:41])=[CH:36][CH:37]=[CH:38][CH:39]=4)=[CH:30][CH:29]=3)=[C:23]([CH2:42][CH2:43][CH3:44])[N:22]3[N:45]=[CH:46][N:47]=[C:21]23)=[CH:16][CH:15]=1. The catalyst is C(OCC)(=O)C. The product is [F:13][C:14]1[CH:19]=[CH:18][C:17]([N:20]2[C:25](=[O:26])[C:24]([CH2:27][C:28]3[CH:33]=[CH:32][C:31]([C:34]4[CH:39]=[CH:38][CH:37]=[CH:36][C:35]=4[C:40]4[NH:3][C:4](=[O:7])[O:5][N:41]=4)=[CH:30][CH:29]=3)=[C:23]([CH2:42][CH2:43][CH3:44])[N:22]3[N:45]=[CH:46][N:47]=[C:21]23)=[CH:16][CH:15]=1. The yield is 0.550. (2) The reactants are [F:1][C:2]1[CH:7]=[C:6]([OH:8])[CH:5]=[CH:4][C:3]=1[CH:9]([CH3:14])[C:10]([O:12]C)=[O:11].C(=O)([O-])[O-].[K+].[K+].Br[CH:22]1[CH2:26][CH2:25][CH2:24][CH2:23]1. The catalyst is CN(C=O)C. The product is [CH:22]1([O:8][C:6]2[CH:5]=[CH:4][C:3]([CH:9]([CH3:14])[C:10]([OH:12])=[O:11])=[C:2]([F:1])[CH:7]=2)[CH2:26][CH2:25][CH2:24][CH2:23]1. The yield is 0.840.